From a dataset of Forward reaction prediction with 1.9M reactions from USPTO patents (1976-2016). Predict the product of the given reaction. The product is: [Cl:15][C:16]1[CH:17]=[C:18]([CH:21]=[CH:22][CH:23]=1)[CH2:19][O:1][C:2]1[CH:3]=[CH:4][C:5]([O:6][CH:7]([CH3:12])[C:8]([NH:10][CH3:11])=[O:9])=[CH:13][CH:14]=1. Given the reactants [OH:1][C:2]1[CH:14]=[CH:13][C:5]([O:6][CH:7]([CH3:12])[C:8]([NH:10][CH3:11])=[O:9])=[CH:4][CH:3]=1.[Cl:15][C:16]1[CH:17]=[C:18]([CH:21]=[CH:22][CH:23]=1)[CH2:19]Br.C(=O)([O-])[O-].[K+].[K+], predict the reaction product.